Dataset: Peptide-MHC class I binding affinity with 185,985 pairs from IEDB/IMGT. Task: Regression. Given a peptide amino acid sequence and an MHC pseudo amino acid sequence, predict their binding affinity value. This is MHC class I binding data. (1) The MHC is HLA-A02:01 with pseudo-sequence HLA-A02:01. The peptide sequence is FLPRVFSAV. The binding affinity (normalized) is 0.591. (2) The binding affinity (normalized) is 0.0847. The MHC is HLA-A01:01 with pseudo-sequence HLA-A01:01. The peptide sequence is QPKKAAAAL.